From a dataset of Reaction yield outcomes from USPTO patents with 853,638 reactions. Predict the reaction yield, written as a fraction of the theoretical maximum amount of product (1.0 means a 100% yield; for example, 0.34 means a 34% yield). The reactants are [N:1]1([CH2:6][CH2:7][CH2:8]O)[CH:5]=[CH:4][CH:3]=[CH:2]1.[Br-:10].[Br-].C1(P(C2C=CC=CC=2)C2C=CC=CC=2)C=CC=CC=1. The catalyst is C(Cl)Cl. The product is [Br:10][CH2:8][CH2:7][CH2:6][N:1]1[CH:5]=[CH:4][CH:3]=[CH:2]1. The yield is 0.520.